This data is from Reaction yield outcomes from USPTO patents with 853,638 reactions. The task is: Predict the reaction yield, written as a fraction of the theoretical maximum amount of product (1.0 means a 100% yield; for example, 0.34 means a 34% yield). (1) The reactants are [F:1][C:2]1[CH:19]=[CH:18][C:5]([CH2:6][N:7]2[C:12](=O)[C@H:11]([CH3:14])[NH:10][C:9](=O)[C@H:8]2[CH2:16][OH:17])=[CH:4][CH:3]=1.[H-].[Al+3].[Li+].[H-].[H-].[H-]. The catalyst is O1CCCC1. The product is [F:1][C:2]1[CH:19]=[CH:18][C:5]([CH2:6][N:7]2[CH2:12][C@H:11]([CH3:14])[NH:10][CH2:9][C@@H:8]2[CH2:16][OH:17])=[CH:4][CH:3]=1. The yield is 0.900. (2) The reactants are [Cl:1][C:2]1[CH:3]=[C:4]([C:9]([C:11]2[C:16]([CH2:17][CH3:18])=[C:15]([O:19]C)[N:14]=[C:13]([O:21]C)[N:12]=2)=[O:10])[CH:5]=[C:6]([Cl:8])[CH:7]=1. The catalyst is Cl. The product is [Cl:1][C:2]1[CH:3]=[C:4]([CH:5]=[C:6]([Cl:8])[CH:7]=1)[C:9]([C:11]1[NH:12][C:13](=[O:21])[NH:14][C:15](=[O:19])[C:16]=1[CH2:17][CH3:18])=[O:10]. The yield is 0.930.